Task: Predict the reaction yield, written as a fraction of the theoretical maximum amount of product (1.0 means a 100% yield; for example, 0.34 means a 34% yield).. Dataset: Reaction yield outcomes from USPTO patents with 853,638 reactions (1) The reactants are Cl[C:2]1[N:7]=[C:6]([NH2:8])[CH:5]=[CH:4][N:3]=1.[NH:9]1[CH2:14][CH2:13][CH:12]([C:15]([OH:18])([CH3:17])[CH3:16])[CH2:11][CH2:10]1. No catalyst specified. The product is [NH2:8][C:6]1[CH:5]=[CH:4][N:3]=[C:2]([N:9]2[CH2:14][CH2:13][CH:12]([C:15]([OH:18])([CH3:17])[CH3:16])[CH2:11][CH2:10]2)[N:7]=1. The yield is 1.00. (2) The reactants are [CH2:1]([O:8][C:9]1[CH:14]=[CH:13][N:12]([C:15]2[CH:16]=[CH:17][C:18]3[C:19]4[CH2:27][N:26](C(OC(C)(C)C)=O)[CH2:25][CH2:24][C:20]=4[NH:21][C:22]=3[CH:23]=2)[C:11](=[O:35])[CH:10]=1)[C:2]1[CH:7]=[CH:6][CH:5]=[CH:4][CH:3]=1.[ClH:36]. No catalyst specified. The product is [ClH:36].[ClH:36].[CH2:1]([O:8][C:9]1[CH:14]=[CH:13][N:12]([C:15]2[CH:16]=[CH:17][C:18]3[C:19]4[CH2:27][NH:26][CH2:25][CH2:24][C:20]=4[NH:21][C:22]=3[CH:23]=2)[C:11](=[O:35])[CH:10]=1)[C:2]1[CH:3]=[CH:4][CH:5]=[CH:6][CH:7]=1. The yield is 0.260. (3) The product is [NH2:8][C:7]1[C:6]([F:18])=[CH:5][C:4]([C:19]([N:21]2[CH2:22][CH2:23][N:24]([CH2:27][CH3:28])[CH2:25][CH2:26]2)=[O:20])=[CH:3][C:2]=1[F:1]. The yield is 0.910. The reactants are [F:1][C:2]1[CH:3]=[C:4]([C:19]([N:21]2[CH2:26][CH2:25][N:24]([CH2:27][CH3:28])[CH2:23][CH2:22]2)=[O:20])[CH:5]=[C:6]([F:18])[C:7]=1[NH:8]CC1C=CC(OC)=CC=1.C(O)(=O)C. The catalyst is CO.[Pd]. (4) The reactants are [OH:1][C:2]1([C:9]2[CH:14]=[CH:13][CH:12]=[CH:11][CH:10]=2)[CH2:7][CH2:6][C:5](=O)[CH2:4][CH2:3]1.[F:15][CH2:16][C:17]1([NH:22][C:23](=[O:38])[CH2:24][NH:25][C:26](=[O:37])[C:27]2[CH:32]=[CH:31][CH:30]=[C:29]([C:33]([F:36])([F:35])[F:34])[CH:28]=2)[CH2:21][CH2:20][NH:19][CH2:18]1.C(O[BH-](OC(=O)C)OC(=O)C)(=O)C.[Na+]. The catalyst is C(Cl)Cl. The product is [F:15][CH2:16][C:17]1([NH:22][C:23](=[O:38])[CH2:24][NH:25][C:26](=[O:37])[C:27]2[CH:32]=[CH:31][CH:30]=[C:29]([C:33]([F:36])([F:34])[F:35])[CH:28]=2)[CH2:21][CH2:20][N:19]([CH:5]2[CH2:6][CH2:7][C:2]([OH:1])([C:9]3[CH:14]=[CH:13][CH:12]=[CH:11][CH:10]=3)[CH2:3][CH2:4]2)[CH2:18]1. The yield is 0.167. (5) The reactants are Br[C:2]1[C:6]([C:7]2[CH:12]=[CH:11][N:10]=[CH:9][CH:8]=2)=[C:5]([C:13]2[CH:18]=[CH:17][C:16]([F:19])=[C:15]([Cl:20])[CH:14]=2)[NH:4][N:3]=1.[C:21]1([C@H:27]2[CH2:35][N:34]3[C@H:29]([CH2:30][C:31](=O)[CH2:32][CH2:33]3)[CH2:28]2)[CH:26]=[CH:25][CH:24]=[CH:23][CH:22]=1.C(OCC)(=O)C.CO. The catalyst is ClCCl. The product is [Cl:20][C:15]1[CH:14]=[C:13]([C:5]2[NH:4][N:3]=[C:2]([C:31]3[CH2:32][CH2:33][N:34]4[C@H:29]([CH:30]=3)[CH2:28][C@@H:27]([C:21]3[CH:22]=[CH:23][CH:24]=[CH:25][CH:26]=3)[CH2:35]4)[C:6]=2[C:7]2[CH:12]=[CH:11][N:10]=[CH:9][CH:8]=2)[CH:18]=[CH:17][C:16]=1[F:19]. The yield is 0.0200. (6) The reactants are [CH2:1]([N:3]([CH2:37][CH3:38])[CH2:4][CH2:5][CH2:6][NH:7][C:8]1[N:9]=[C:10]([C:27]2[CH:28]=[C:29]([CH:33]=[CH:34][C:35]=2[CH3:36])[C:30](O)=[O:31])[C:11]2[CH:17]=[CH:16][C:15](=[O:18])[N:14]([C:19]3[C:24]([F:25])=[CH:23][CH:22]=[CH:21][C:20]=3[F:26])[C:12]=2[N:13]=1)[CH3:2].CN(C(ON1N=NC2C=CC=CC1=2)=[N+](C)C)C.F[P-](F)(F)(F)(F)F.[CH3:63][C:64]([CH3:68])([CH3:67])[CH2:65][NH2:66]. The catalyst is C(Cl)Cl. The product is [CH2:37]([N:3]([CH2:1][CH3:2])[CH2:4][CH2:5][CH2:6][NH:7][C:8]1[N:9]=[C:10]([C:27]2[CH:28]=[C:29]([CH:33]=[CH:34][C:35]=2[CH3:36])[C:30]([NH:66][CH2:65][C:64]([CH3:68])([CH3:67])[CH3:63])=[O:31])[C:11]2[CH:17]=[CH:16][C:15](=[O:18])[N:14]([C:19]3[C:24]([F:25])=[CH:23][CH:22]=[CH:21][C:20]=3[F:26])[C:12]=2[N:13]=1)[CH3:38]. The yield is 0.860. (7) The reactants are [Br:1][C:2]1[CH:3]=[CH:4][C:5]([O:19]C)=[C:6]([CH2:8][CH2:9][C:10]2[C:17]([Cl:18])=[CH:16][CH:15]=[CH:14][C:11]=2[C:12]#[N:13])[CH:7]=1.B(Br)(Br)Br. The catalyst is C(Cl)Cl. The product is [Br:1][C:2]1[CH:3]=[CH:4][C:5]([OH:19])=[C:6]([CH2:8][CH2:9][C:10]2[C:17]([Cl:18])=[CH:16][CH:15]=[CH:14][C:11]=2[C:12]#[N:13])[CH:7]=1. The yield is 0.810. (8) The reactants are [CH2:1]([NH:3][C:4]([C:6]1[CH:11]=[CH:10][C:9]([N:12]2[CH:16]=[C:15]([C:17](O)=[O:18])[N:14]=[N:13]2)=[C:8]([O:20][CH2:21][CH2:22][CH2:23][C:24]2[CH:29]=[CH:28][CH:27]=[CH:26][CH:25]=2)[CH:7]=1)=[O:5])[CH3:2].[CH3:30][O:31][CH2:32][CH2:33][NH2:34].C1C=CC2N(O)N=NC=2C=1.CCN=C=NCCCN(C)C. The catalyst is CN(C=O)C.O.C(N(CC)CC)C. The product is [CH2:1]([NH:3][C:4]([C:6]1[CH:11]=[CH:10][C:9]([N:12]2[CH:16]=[C:15]([C:17]([NH:34][CH2:33][CH2:32][O:31][CH3:30])=[O:18])[N:14]=[N:13]2)=[C:8]([O:20][CH2:21][CH2:22][CH2:23][C:24]2[CH:29]=[CH:28][CH:27]=[CH:26][CH:25]=2)[CH:7]=1)=[O:5])[CH3:2]. The yield is 0.860.